From a dataset of Peptide-MHC class I binding affinity with 185,985 pairs from IEDB/IMGT. Regression. Given a peptide amino acid sequence and an MHC pseudo amino acid sequence, predict their binding affinity value. This is MHC class I binding data. (1) The peptide sequence is HAAVRRNAF. The MHC is HLA-A31:01 with pseudo-sequence HLA-A31:01. The binding affinity (normalized) is 0.0847. (2) The peptide sequence is TSYLFASL. The MHC is H-2-Kb with pseudo-sequence H-2-Kb. The binding affinity (normalized) is 1.00. (3) The peptide sequence is YQTYVSPGA. The binding affinity (normalized) is 0.0847. The MHC is HLA-A02:19 with pseudo-sequence HLA-A02:19. (4) The peptide sequence is ARAALQELL. The MHC is HLA-B27:05 with pseudo-sequence HLA-B27:05. The binding affinity (normalized) is 0.545. (5) The peptide sequence is HMAYSFQTF. The MHC is HLA-B15:01 with pseudo-sequence HLA-B15:01. The binding affinity (normalized) is 1.00. (6) The peptide sequence is IKRTLAAMP. The MHC is HLA-B07:02 with pseudo-sequence HLA-B07:02. The binding affinity (normalized) is 0. (7) The peptide sequence is GRIPVSDIF. The MHC is HLA-B27:03 with pseudo-sequence HLA-B27:03. The binding affinity (normalized) is 0.0847. (8) The binding affinity (normalized) is 0.417. The peptide sequence is RIEDMFLTSV. The MHC is HLA-A02:02 with pseudo-sequence HLA-A02:02. (9) The peptide sequence is IYSAEFKNY. The MHC is HLA-A01:01 with pseudo-sequence HLA-A01:01. The binding affinity (normalized) is 0.0847. (10) The peptide sequence is LIILLISI. The MHC is H-2-Kb with pseudo-sequence H-2-Kb. The binding affinity (normalized) is 0.135.